Dataset: CYP2C9 inhibition data for predicting drug metabolism from PubChem BioAssay. Task: Regression/Classification. Given a drug SMILES string, predict its absorption, distribution, metabolism, or excretion properties. Task type varies by dataset: regression for continuous measurements (e.g., permeability, clearance, half-life) or binary classification for categorical outcomes (e.g., BBB penetration, CYP inhibition). Dataset: cyp2c9_veith. (1) The result is 0 (non-inhibitor). The molecule is Clc1ccccc1-c1ccc2ncnc(N3CCNCC3)c2c1. (2) The drug is O=C(c1cc(C(F)(F)F)cc(C(F)(F)F)c1)N1CCC[C@@]2(CCN(Cc3nccs3)C2)C1. The result is 0 (non-inhibitor). (3) The result is 1 (inhibitor). The compound is CCCCc1nc2ccccc2c(=O)n1-c1ccccc1[N+](=O)[O-]. (4) The drug is CCc1nnc(NC(=O)c2c(C)nn(-c3ccccc3)c2Cl)s1. The result is 1 (inhibitor). (5) The drug is Nc1nc2c(c(=O)[nH]1)N[C@H](CCNc1ccc(C(=O)O)cc1)CN2. The result is 0 (non-inhibitor). (6) The compound is COC(=O)c1ccc(C(NC(=O)c2ccccc2)[C@]2(C)C[C@H]2C2CCCCC2)cc1. The result is 0 (non-inhibitor). (7) The molecule is COc1ccc2c(c1)C(c1ccc([N+](=O)[O-])cc1)=NNC(c1ccco1)=N2. The result is 1 (inhibitor).